From a dataset of Reaction yield outcomes from USPTO patents with 853,638 reactions. Predict the reaction yield, written as a fraction of the theoretical maximum amount of product (1.0 means a 100% yield; for example, 0.34 means a 34% yield). The reactants are [O-]P([O-])([O-])=O.[K+].[K+].[K+].[CH2:9]([NH:16][C:17]([NH2:19])=[O:18])[C:10]1[CH:15]=[CH:14][CH:13]=[CH:12][CH:11]=1.Br[C:21]1[CH:26]=[CH:25][CH:24]=[CH:23][CH:22]=1.CNCCNC. The catalyst is [Cu]I.O1CCOCC1. The product is [CH2:9]([NH:16][C:17]([NH:19][C:21]1[CH:26]=[CH:25][CH:24]=[CH:23][CH:22]=1)=[O:18])[C:10]1[CH:15]=[CH:14][CH:13]=[CH:12][CH:11]=1. The yield is 0.790.